Task: Predict the reaction yield, written as a fraction of the theoretical maximum amount of product (1.0 means a 100% yield; for example, 0.34 means a 34% yield).. Dataset: Reaction yield outcomes from USPTO patents with 853,638 reactions (1) The product is [Br:1][C:2]1[C:3]([F:12])=[C:4]2[C:10]([NH:11][C:19]([C:16]3[CH:15]=[C:14]([CH3:13])[O:18][N:17]=3)=[O:20])=[CH:9][NH:8][C:5]2=[N:6][CH:7]=1. The yield is 0.710. The catalyst is C(Cl)Cl. The reactants are [Br:1][C:2]1[C:3]([F:12])=[C:4]2[C:10]([NH2:11])=[CH:9][NH:8][C:5]2=[N:6][CH:7]=1.[CH3:13][C:14]1[O:18][N:17]=[C:16]([C:19](O)=[O:20])[CH:15]=1.C(N(CC)CC)C.C1N(P(Cl)(N2C(=O)OCC2)=O)C(=O)OC1.[Li+].[OH-]. (2) The reactants are [F:1][C:2]1[CH:7]=[CH:6][C:5]([C:8]2[C:13]([C:14]3[CH:19]=[CH:18][N:17]=[CH:16][CH:15]=3)=[C:12]([C:20]3[CH:25]=[CH:24][C:23]([F:26])=[CH:22][CH:21]=3)[N:11]=[C:10]3[NH:27][N:28]=[CH:29][C:9]=23)=[CH:4][CH:3]=1.[Br:30]Br.C(#N)C. The catalyst is C(Cl)(Cl)Cl. The product is [Br:30][C:29]1[C:9]2[C:10](=[N:11][C:12]([C:20]3[CH:25]=[CH:24][C:23]([F:26])=[CH:22][CH:21]=3)=[C:13]([C:14]3[CH:15]=[CH:16][N:17]=[CH:18][CH:19]=3)[C:8]=2[C:5]2[CH:6]=[CH:7][C:2]([F:1])=[CH:3][CH:4]=2)[NH:27][N:28]=1. The yield is 0.970. (3) The reactants are Cl[C:2]1[N:3]=[C:4]([N:18]2[CH2:23][CH2:22][O:21][CH2:20][CH2:19]2)[C:5]2[CH2:10][N:9]([C:11]([O:13][C:14]([CH3:17])([CH3:16])[CH3:15])=[O:12])[CH2:8][C:6]=2[N:7]=1.[CH2:24]([NH:26][C:27](=[O:44])[NH:28][C:29]1[CH:34]=[CH:33][C:32](B2OC(C)(C)C(C)(C)O2)=[CH:31][CH:30]=1)[CH3:25].C([O-])([O-])=O.[Na+].[Na+]. The catalyst is COC1CCCC1.CCO.O. The product is [CH2:24]([NH:26][C:27](=[O:44])[NH:28][C:29]1[CH:34]=[CH:33][C:32]([C:2]2[N:3]=[C:4]([N:18]3[CH2:23][CH2:22][O:21][CH2:20][CH2:19]3)[C:5]3[CH2:10][N:9]([C:11]([O:13][C:14]([CH3:17])([CH3:16])[CH3:15])=[O:12])[CH2:8][C:6]=3[N:7]=2)=[CH:31][CH:30]=1)[CH3:25]. The yield is 0.670. (4) The reactants are [CH3:1][O:2][C:3]1[CH:8]=[CH:7][CH:6]=[CH:5][C:4]=1[C:9](=[O:16])[CH2:10][C:11]([O:13][CH2:14][CH3:15])=[O:12].[C:17]1(O)[CH:22]=[CH:21][CH:20]=[CH:19][CH:18]=1. No catalyst specified. The product is [CH3:1][O:2][C:3]1[CH:8]=[CH:7][CH:6]=[CH:5][C:4]=1[C:9]1[O:16][C:17]2[CH:22]=[CH:21][CH:20]=[CH:19][C:18]=2[C:10]=1[C:11]([O:13][CH2:14][CH3:15])=[O:12]. The yield is 0.730. (5) The yield is 0.750. The reactants are [CH2:1]([O:4][C:5]1[CH:12]=[CH:11][C:8]([CH:9]=O)=[CH:7][CH:6]=1)[CH2:2][CH3:3].[CH2:13]([NH2:19])[C:14]1[O:18][CH:17]=[CH:16][CH:15]=1.COC(OC)OC.[BH4-].[Na+]. The catalyst is CO.CC(O)=O. The product is [CH2:1]([O:4][C:5]1[CH:12]=[CH:11][C:8]([CH2:9][NH:19][CH2:13][C:14]2[O:18][CH:17]=[CH:16][CH:15]=2)=[CH:7][CH:6]=1)[CH2:2][CH3:3]. (6) The reactants are [N+:1]([C:4]1[CH:12]=[C:11]2[C:7]([CH2:8][CH2:9][CH2:10]2)=[CH:6][C:5]=1[NH:13][C:14](=[O:16])[CH3:15])([O-:3])=[O:2].[OH2:17]. The catalyst is CC(O)=O. The product is [N+:1]([C:4]1[CH:12]=[C:11]2[C:7]([CH2:8][CH2:9][C:10]2=[O:17])=[CH:6][C:5]=1[NH:13][C:14](=[O:16])[CH3:15])([O-:3])=[O:2]. The yield is 0.750. (7) The reactants are C(OC(C1(NC(OC(C)(C)C)=O)CC(O)C2C1C2C(OCC)=O)=O)C.FC1C=CC(N=C=O)=CC=1.C([O:38][C:39]([C:41]1([NH:63]C(OC(C)(C)C)=O)[CH2:46][CH:45]([O:47][C:48](=[O:57])[NH:49][C:50]2[CH:55]=[CH:54][C:53]([F:56])=[CH:52][CH:51]=2)[CH:44]2[CH:42]1[CH:43]2[C:58]([O:60]CC)=[O:59])=[O:40])C. No catalyst specified. The product is [NH2:63][C:41]1([C:39]([OH:40])=[O:38])[CH2:46][CH:45]([O:47][C:48](=[O:57])[NH:49][C:50]2[CH:51]=[CH:52][C:53]([F:56])=[CH:54][CH:55]=2)[CH:44]2[CH:42]1[CH:43]2[C:58]([OH:60])=[O:59]. The yield is 0.430. (8) The reactants are C([O:5][C:6](=O)[NH:7][C:8]1[N:9]=[C:10]2[C:15]([C:16]([F:19])([F:18])[F:17])=[CH:14][C:13]([C:20]3[O:21][CH:22]=[CH:23][CH:24]=3)=[CH:12][N:11]2[C:25]=1[Cl:26])(C)(C)C.[H-].[Na+].[C:30]1([N:36]=C=O)[CH:35]=[CH:34][CH:33]=[CH:32][CH:31]=1. The catalyst is C1COCC1. The product is [Cl:26][C:25]1[N:11]2[CH:12]=[C:13]([C:20]3[O:21][CH:22]=[CH:23][CH:24]=3)[CH:14]=[C:15]([C:16]([F:18])([F:19])[F:17])[C:10]2=[N:9][C:8]=1[NH:7][C:6]([NH:36][C:30]1[CH:35]=[CH:34][CH:33]=[CH:32][CH:31]=1)=[O:5]. The yield is 0.0800. (9) The reactants are [C:1]([O:5][C:6](=[O:15])[NH:7][C@H:8]1[CH2:13][CH2:12][C@@H:11]([NH2:14])[CH2:10][CH2:9]1)([CH3:4])([CH3:3])[CH3:2].CCN(C(C)C)C(C)C.[C:25](Cl)(=[O:34])[C:26]1[CH:31]=[CH:30][CH:29]=[C:28]([O:32][CH3:33])[CH:27]=1. The catalyst is C(Cl)Cl. The product is [C:1]([O:5][C:6](=[O:15])[NH:7][C@H:8]1[CH2:9][CH2:10][C@@H:11]([NH:14][C:25](=[O:34])[C:26]2[CH:31]=[CH:30][CH:29]=[C:28]([O:32][CH3:33])[CH:27]=2)[CH2:12][CH2:13]1)([CH3:4])([CH3:2])[CH3:3]. The yield is 0.940. (10) The reactants are [I:1][C:2]1[CH:7]=[CH:6][NH:5][C:4](=[O:8])[CH:3]=1.I[CH2:10][CH2:11][OH:12].C([O-])([O-])=O.[K+].[K+]. The catalyst is CN(C=O)C. The product is [OH:12][CH2:11][CH2:10][N:5]1[CH:6]=[CH:7][C:2]([I:1])=[CH:3][C:4]1=[O:8]. The yield is 1.00.